Dataset: Full USPTO retrosynthesis dataset with 1.9M reactions from patents (1976-2016). Task: Predict the reactants needed to synthesize the given product. (1) Given the product [O:24]([CH2:2][C:3]1[CH:12]=[CH:11][C:6]([C:7]([O:9][CH3:10])=[O:8])=[CH:5][CH:4]=1)[C:18]1[CH:23]=[CH:22][CH:21]=[CH:20][CH:19]=1, predict the reactants needed to synthesize it. The reactants are: Br[CH2:2][C:3]1[CH:12]=[CH:11][C:6]([C:7]([O:9][CH3:10])=[O:8])=[CH:5][CH:4]=1.CN(C=O)C.[C:18]1([OH:24])[CH:23]=[CH:22][CH:21]=[CH:20][CH:19]=1.C([O-])([O-])=O.[Cs+].[Cs+]. (2) Given the product [CH2:8]([C:10]1[CH:11]=[N:12][C:13]([N:5]2[CH2:6][CH2:7][CH:2]([OH:1])[CH2:3][CH2:4]2)=[N:14][CH:15]=1)[CH3:9], predict the reactants needed to synthesize it. The reactants are: [OH:1][CH:2]1[CH2:7][CH2:6][NH:5][CH2:4][CH2:3]1.[CH2:8]([C:10]1[CH:11]=[N:12][C:13](Cl)=[N:14][CH:15]=1)[CH3:9].O. (3) Given the product [C:1]([O:5][C:6](=[O:21])[CH2:7][C@@H:8]([CH2:12][CH2:13][CH2:14][CH:15]1[CH2:16][CH2:17][CH2:18][CH2:19][CH2:20]1)[C:9]([OH:11])=[O:10])([CH3:4])([CH3:2])[CH3:3], predict the reactants needed to synthesize it. The reactants are: [C:1]([O:5][C:6](=[O:21])[CH2:7]/[C:8](=[CH:12]\[CH2:13][CH2:14][CH:15]1[CH2:20][CH2:19][CH2:18][CH2:17][CH2:16]1)/[C:9]([OH:11])=[O:10])([CH3:4])([CH3:3])[CH3:2].